This data is from Reaction yield outcomes from USPTO patents with 853,638 reactions. The task is: Predict the reaction yield, written as a fraction of the theoretical maximum amount of product (1.0 means a 100% yield; for example, 0.34 means a 34% yield). (1) The reactants are [Br:1][C:2]1[N:3]([C:8]2[C:17]3[C:12](=[CH:13][CH:14]=[CH:15][CH:16]=3)[C:11]([CH:18]3[CH2:20][CH2:19]3)=[CH:10][CH:9]=2)[C:4]([SH:7])=[N:5][N:6]=1.Br[C:22]1([C:26]([O:28][CH2:29][CH3:30])=[O:27])[CH2:25][CH2:24][CH2:23]1.C(N(C(C)C)CC)(C)C. The catalyst is CN(C=O)C. The product is [Br:1][C:2]1[N:3]([C:8]2[C:17]3[C:12](=[CH:13][CH:14]=[CH:15][CH:16]=3)[C:11]([CH:18]3[CH2:20][CH2:19]3)=[CH:10][CH:9]=2)[C:4]([S:7][C:22]2([C:26]([O:28][CH2:29][CH3:30])=[O:27])[CH2:25][CH2:24][CH2:23]2)=[N:5][N:6]=1. The yield is 0.550. (2) The reactants are COP([CH2:7][C:8]([O:10][C:11]([CH3:14])([CH3:13])[CH3:12])=[O:9])(OC)=O.[H-].[Na+].[F:17][C:18]([F:24])([F:23])[CH:19]([CH3:22])[CH:20]=O. The catalyst is C1COCC1. The product is [F:17][C:18]([F:24])([F:23])[CH:19]([CH3:22])/[CH:20]=[CH:7]/[C:8]([O:10][C:11]([CH3:14])([CH3:13])[CH3:12])=[O:9]. The yield is 0.406. (3) The catalyst is O. The product is [Cl:15][C:16]1[N:21]2[N:22]=[C:23]([C:30]3[CH:31]=[CH:32][C:33]([F:36])=[CH:34][CH:35]=3)[C:24]([C:25]3[CH:26]=[C:27]([CH3:28])[N:14]=[C:12]([NH:11][CH:6]4[CH2:10][CH2:9][CH2:8][CH2:7]4)[N:13]=3)=[C:20]2[CH:19]=[CH:18][CH:17]=1. The yield is 0.980. The reactants are [Na].C(O)C.Cl.[CH:6]1([NH:11][C:12]([NH2:14])=[NH:13])[CH2:10][CH2:9][CH2:8][CH2:7]1.[Cl:15][C:16]1[N:21]2[N:22]=[C:23]([C:30]3[CH:35]=[CH:34][C:33]([F:36])=[CH:32][CH:31]=3)[C:24]([C:25](=O)[C:26]#[C:27][CH3:28])=[C:20]2[CH:19]=[CH:18][CH:17]=1. (4) The reactants are [C:1]([O:5][C:6]([N:8]1[CH2:13][CH2:12][CH:11]([O:14][C:15]2[CH:20]=[CH:19][C:18]([CH:21]=[O:22])=[C:17]([OH:23])[CH:16]=2)[CH2:10][CH2:9]1)=[O:7])([CH3:4])([CH3:3])[CH3:2].N1C=CC=CC=1.[O:30](S(C(F)(F)F)(=O)=O)[S:31]([C:34]([F:37])([F:36])[F:35])(=O)=[O:32]. The catalyst is ClCCl. The product is [C:1]([O:5][C:6]([N:8]1[CH2:13][CH2:12][CH:11]([O:14][C:15]2[CH:20]=[CH:19][C:18]([CH:21]=[O:22])=[C:17]([O:23][S:31]([C:34]([F:37])([F:36])[F:35])(=[O:32])=[O:30])[CH:16]=2)[CH2:10][CH2:9]1)=[O:7])([CH3:4])([CH3:2])[CH3:3]. The yield is 0.750. (5) The reactants are Br[C:2]1[CH:7]=[CH:6][CH:5]=[CH:4][C:3]=1[NH:8][C:9](=[O:18])[O:10][CH2:11][C@@H:12]1[CH2:16][CH2:15][N:14]([CH3:17])[CH2:13]1.[F:19][C:20]1[CH:21]=[C:22](B(O)O)[CH:23]=[CH:24][C:25]=1[CH:26]=[O:27]. No catalyst specified. The product is [F:19][C:20]1[CH:21]=[C:22]([C:2]2[CH:7]=[CH:6][CH:5]=[CH:4][C:3]=2[NH:8][C:9](=[O:18])[O:10][CH2:11][C@@H:12]2[CH2:16][CH2:15][N:14]([CH3:17])[CH2:13]2)[CH:23]=[CH:24][C:25]=1[CH:26]=[O:27]. The yield is 0.500. (6) The reactants are [Cl:1][C:2]1[CH:3]=[C:4]2[C:8](=[C:9]([NH:11][C:12]([C@@H:14]3[CH2:19][O:18][C:17]([CH3:21])([CH3:20])[CH2:16][N:15]3[CH2:22][C:23]([N:25]3[CH2:30][C@@H:29]([CH3:31])[O:28][C@@H:27]([CH3:32])[CH2:26]3)=[O:24])=[O:13])[CH:10]=1)[NH:7][C:6]1[CH:33]=[N:34][CH:35]=[CH:36][C:5]2=1.C(OCC)(=O)C.Cl.C(O)(C)C. The catalyst is C1(C)C=CC=CC=1. The product is [ClH:1].[Cl:1][C:2]1[CH:3]=[C:4]2[C:8](=[C:9]([NH:11][C:12]([C@@H:14]3[CH2:19][O:18][C:17]([CH3:21])([CH3:20])[CH2:16][N:15]3[CH2:22][C:23]([N:25]3[CH2:26][C@@H:27]([CH3:32])[O:28][C@@H:29]([CH3:31])[CH2:30]3)=[O:24])=[O:13])[CH:10]=1)[NH:7][C:6]1[CH:33]=[N:34][CH:35]=[CH:36][C:5]2=1. The yield is 0.120. (7) The reactants are [CH2:1]([O:3][C:4]([C@@H:6]1[C@H:8]([C:9]2[CH:14]=[CH:13][CH:12]=[CH:11][CH:10]=2)[C@H:7]1[C:15]1[CH:20]=[CH:19][CH:18]=[C:17](Br)[CH:16]=1)=[O:5])[CH3:2].[CH:22]([N:25]1[CH2:30][CH2:29][NH:28][CH2:27][CH2:26]1)([CH3:24])[CH3:23]. No catalyst specified. The product is [CH2:1]([O:3][C:4]([C@@H:6]1[C@H:8]([C:9]2[CH:14]=[CH:13][CH:12]=[CH:11][CH:10]=2)[C@H:7]1[C:15]1[CH:20]=[CH:19][CH:18]=[C:17]([N:28]2[CH2:29][CH2:30][N:25]([CH:22]([CH3:24])[CH3:23])[CH2:26][CH2:27]2)[CH:16]=1)=[O:5])[CH3:2]. The yield is 0.580.